Dataset: Peptide-MHC class I binding affinity with 185,985 pairs from IEDB/IMGT. Task: Regression. Given a peptide amino acid sequence and an MHC pseudo amino acid sequence, predict their binding affinity value. This is MHC class I binding data. (1) The peptide sequence is DRLASTVIY. The MHC is HLA-A02:11 with pseudo-sequence HLA-A02:11. The binding affinity (normalized) is 0.0847. (2) The peptide sequence is IYTDEVYDY. The MHC is HLA-A02:01 with pseudo-sequence HLA-A02:01. The binding affinity (normalized) is 0.0847. (3) The peptide sequence is YRYLRHGKL. The MHC is HLA-B27:05 with pseudo-sequence HLA-B27:05. The binding affinity (normalized) is 0.596. (4) The peptide sequence is MIYMGLWLK. The MHC is BoLA-T2a with pseudo-sequence BoLA-T2a. The binding affinity (normalized) is 0.279. (5) The peptide sequence is FTLINWRSV. The MHC is HLA-A01:01 with pseudo-sequence HLA-A01:01. The binding affinity (normalized) is 0.213. (6) The peptide sequence is TRMMETQT. The MHC is Mamu-B03 with pseudo-sequence Mamu-B03. The binding affinity (normalized) is 0.192. (7) The peptide sequence is TPGRYRTAV. The MHC is HLA-B35:01 with pseudo-sequence HLA-B35:01. The binding affinity (normalized) is 0.408. (8) The peptide sequence is SAYLVSIF. The MHC is H-2-Kb with pseudo-sequence H-2-Kb. The binding affinity (normalized) is 0.365.